Predict which catalyst facilitates the given reaction. From a dataset of Catalyst prediction with 721,799 reactions and 888 catalyst types from USPTO. (1) Reactant: [CH3:1][O:2][C:3]1[CH:4]=[C:5]([NH:9][C:10]([C:12]2[C:13]([C:18]3[CH:23]=[CH:22][CH:21]=[CH:20][CH:19]=3)=[CH:14][CH:15]=[CH:16][CH:17]=2)=O)[CH:6]=[CH:7][CH:8]=1.C(=O)([O-])[O-].[K+].[K+]. Product: [C:13]1([C:18]2[CH:23]=[CH:22][CH:21]=[CH:20][CH:19]=2)[CH:14]=[CH:15][CH:16]=[CH:17][C:12]=1[CH2:10][NH:9][C:5]1[CH:6]=[CH:7][CH:8]=[C:3]([O:2][CH3:1])[CH:4]=1. The catalyst class is: 11. (2) Reactant: [NH:1]1[CH2:6][CH2:5][O:4][CH2:3][CH:2]1[C:7]([NH2:9])=[O:8].C(=O)([O-])O.[Na+].[CH:15](I)([CH3:17])[CH3:16]. Product: [CH3:16][CH:15]([N:1]1[CH2:6][CH2:5][O:4][CH2:3][CH:2]1[C:7]([NH2:9])=[O:8])[CH3:17]. The catalyst class is: 245. (3) Reactant: [OH:1]OS([O-])=O.[K+].[CH3:7][S:8][C:9]1[N:10]([C:20]2[CH:25]=[CH:24][C:23]([O:26][CH2:27][C:28]([F:31])([F:30])[F:29])=[CH:22][CH:21]=2)[C:11](=[O:19])[C:12]2[CH2:17][C:16](=[O:18])[NH:15][C:13]=2[N:14]=1.CO. Product: [CH3:7][S:8]([C:9]1[N:10]([C:20]2[CH:21]=[CH:22][C:23]([O:26][CH2:27][C:28]([F:29])([F:31])[F:30])=[CH:24][CH:25]=2)[C:11](=[O:19])[C:12]2[CH2:17][C:16](=[O:18])[NH:15][C:13]=2[N:14]=1)=[O:1]. The catalyst class is: 6.